From a dataset of Forward reaction prediction with 1.9M reactions from USPTO patents (1976-2016). Predict the product of the given reaction. (1) Given the reactants [CH3:1][O:2][C:3]([CH:5]1[CH2:9][N:8]([C:10](OC(C)(C)C)=O)[CH2:7][N:6]1[C:17](=[O:27])[CH:18]([NH:22][C:23]([O:25][CH3:26])=[O:24])[CH:19]([CH3:21])[CH3:20])=[O:4].Cl.[C:29]1(B(O)O)[CH:34]=[CH:33]C=[CH:31][CH:30]=1.C(N(CC)CC)C, predict the reaction product. The product is: [CH3:1][O:2][C:3]([CH:5]1[CH2:9][N:8]([C:10]2[CH:33]=[CH:34][CH:29]=[CH:30][CH:31]=2)[CH2:7][N:6]1[C:17](=[O:27])[CH:18]([NH:22][C:23]([O:25][CH3:26])=[O:24])[CH:19]([CH3:20])[CH3:21])=[O:4]. (2) Given the reactants [NH2:1][C:2]1[CH:21]=[CH:20][C:5]2[N:6]([CH3:19])[C:7]([CH2:9][CH2:10][C:11]3[CH:16]=[CH:15][C:14]([C:17]#[N:18])=[CH:13][CH:12]=3)=[N:8][C:4]=2[CH:3]=1.[CH:22]1[CH:27]=[C:26]2[CH:28]=[CH:29][CH:30]=[C:31]([CH:32]=O)[C:25]2=[CH:24][CH:23]=1.Cl.[OH-].[Na+], predict the reaction product. The product is: [C:17]([C:14]1[CH:15]=[CH:16][C:11]([CH2:10][CH2:9][C:7]2[N:6]([CH3:19])[C:5]3[CH:20]=[CH:21][C:2]([NH:1][CH2:32][C:31]4[C:25]5[C:26](=[CH:27][CH:22]=[CH:23][CH:24]=5)[CH:28]=[CH:29][CH:30]=4)=[CH:3][C:4]=3[N:8]=2)=[CH:12][CH:13]=1)#[N:18]. (3) The product is: [Cl:6][C:7]1[CH:12]=[CH:11][C:10]([S:13]([CH:16]([C:17]2[CH:22]=[C:21]([F:23])[CH:20]=[CH:19][C:18]=2[F:24])[CH2:26][CH2:27][CH2:28][CH2:29][CH:30]=[O:31])(=[O:15])=[O:14])=[CH:9][CH:8]=1. Given the reactants C([Li])CCC.[Cl:6][C:7]1[CH:12]=[CH:11][C:10]([S:13]([CH2:16][C:17]2[CH:22]=[C:21]([F:23])[CH:20]=[CH:19][C:18]=2[F:24])(=[O:15])=[O:14])=[CH:9][CH:8]=1.Br[CH2:26][CH2:27][CH2:28][CH2:29][C:30](N1CCCC1)=[O:31], predict the reaction product.